Dataset: Forward reaction prediction with 1.9M reactions from USPTO patents (1976-2016). Task: Predict the product of the given reaction. Given the reactants [N:1]1[CH:6]=[CH:5][CH:4]=[C:3]([C:7]2[NH:8][C:9](=O)[C:10]3[CH:15]=[CH:14][S:13][C:11]=3[N:12]=2)[CH:2]=1.O.O=P(Cl)(Cl)[Cl:20], predict the reaction product. The product is: [Cl:20][C:9]1[C:10]2[CH:15]=[CH:14][S:13][C:11]=2[N:12]=[C:7]([C:3]2[CH:2]=[N:1][CH:6]=[CH:5][CH:4]=2)[N:8]=1.